From a dataset of NCI-60 drug combinations with 297,098 pairs across 59 cell lines. Regression. Given two drug SMILES strings and cell line genomic features, predict the synergy score measuring deviation from expected non-interaction effect. (1) Drug 1: CC1C(C(CC(O1)OC2CC(OC(C2O)C)OC3=CC4=CC5=C(C(=O)C(C(C5)C(C(=O)C(C(C)O)O)OC)OC6CC(C(C(O6)C)O)OC7CC(C(C(O7)C)O)OC8CC(C(C(O8)C)O)(C)O)C(=C4C(=C3C)O)O)O)O. Drug 2: CC1CCC2CC(C(=CC=CC=CC(CC(C(=O)C(C(C(=CC(C(=O)CC(OC(=O)C3CCCCN3C(=O)C(=O)C1(O2)O)C(C)CC4CCC(C(C4)OC)O)C)C)O)OC)C)C)C)OC. Cell line: SNB-75. Synergy scores: CSS=12.1, Synergy_ZIP=-0.294, Synergy_Bliss=-0.113, Synergy_Loewe=-0.456, Synergy_HSA=-0.0849. (2) Drug 1: CN(C)C1=NC(=NC(=N1)N(C)C)N(C)C. Drug 2: CC1CCCC2(C(O2)CC(NC(=O)CC(C(C(=O)C(C1O)C)(C)C)O)C(=CC3=CSC(=N3)C)C)C. Cell line: ACHN. Synergy scores: CSS=-2.46, Synergy_ZIP=2.74, Synergy_Bliss=2.21, Synergy_Loewe=-3.85, Synergy_HSA=-2.02.